This data is from Peptide-MHC class I binding affinity with 185,985 pairs from IEDB/IMGT. The task is: Regression. Given a peptide amino acid sequence and an MHC pseudo amino acid sequence, predict their binding affinity value. This is MHC class I binding data. (1) The peptide sequence is MTMLTRWKI. The MHC is HLA-B15:01 with pseudo-sequence HLA-B15:01. The binding affinity (normalized) is 0.0847. (2) The peptide sequence is PYNSVTDTI. The MHC is HLA-A26:01 with pseudo-sequence HLA-A26:01. The binding affinity (normalized) is 0. (3) The peptide sequence is EFCVDHPFIY. The MHC is HLA-A03:01 with pseudo-sequence HLA-A03:01. The binding affinity (normalized) is 0.